From a dataset of Reaction yield outcomes from USPTO patents with 853,638 reactions. Predict the reaction yield, written as a fraction of the theoretical maximum amount of product (1.0 means a 100% yield; for example, 0.34 means a 34% yield). The reactants are [CH3:1][S-:2].[Na+].Cl[C:5]1[C:10]([NH:11][C:12](=[O:23])[CH2:13][N:14]2[CH2:19][CH2:18][N:17]([CH2:20][CH2:21][OH:22])[CH2:16][CH2:15]2)=[C:9](Cl)[CH:8]=[C:7]([CH3:25])[N:6]=1.C1OCCOCCOCCOCCOCCOC1.C(Cl)(Cl)Cl.C[S:49]([CH3:51])=O. The catalyst is O. The product is [OH:22][CH2:21][CH2:20][N:17]1[CH2:18][CH2:19][N:14]([CH2:13][C:12]([NH:11][C:10]2[C:5]([S:49][CH3:51])=[N:6][C:7]([CH3:25])=[CH:8][C:9]=2[S:2][CH3:1])=[O:23])[CH2:15][CH2:16]1. The yield is 0.901.